This data is from Catalyst prediction with 721,799 reactions and 888 catalyst types from USPTO. The task is: Predict which catalyst facilitates the given reaction. Reactant: [CH3:1][O:2][C:3]1[C:12]([O:13][CH3:14])=[CH:11][C:10]2[N:9]=[CH:8][N:7]=[C:6]([NH:15][C:16]3[CH:21]=[CH:20][CH:19]=[CH:18][CH:17]=3)[C:5]=2[C:4]=1[NH2:22].[OH-].[Na+].[C:25](OC(=O)CC)(=O)[CH2:26][CH3:27]. Product: [CH2:26]([C:27]1[N:15]([C:16]2[CH:17]=[CH:18][CH:19]=[CH:20][CH:21]=2)[C:6]2[C:5]3[C:10]([N:9]=[CH:8][N:7]=2)=[CH:11][C:12]([O:13][CH3:14])=[C:3]([O:2][CH3:1])[C:4]=3[N:22]=1)[CH3:25]. The catalyst class is: 22.